From a dataset of Catalyst prediction with 721,799 reactions and 888 catalyst types from USPTO. Predict which catalyst facilitates the given reaction. (1) Reactant: [CH3:1][C:2]([O-:5])([CH3:4])[CH3:3].[K+].[CH2:7]([N:14]([CH3:20])[CH2:15][CH2:16][C@@H:17]1[CH2:19][O:18]1)[C:8]1[CH:13]=[CH:12][CH:11]=[CH:10][CH:9]=1.O. Product: [CH2:7]([N:14]([CH3:20])[CH2:15][CH2:16][C@@H:17]([OH:18])[CH2:19][O:5][C:2]([CH3:4])([CH3:3])[CH3:1])[C:8]1[CH:13]=[CH:12][CH:11]=[CH:10][CH:9]=1. The catalyst class is: 107. (2) Product: [N:555]1([O:564][C:5]2[C:4]3[N:8]=[CH:9][N:10]([C:3]=3[N:2]=[CH:1][N:7]=2)[C@@H:11]2[O:15][C@H:14]([CH2:16][OH:17])[C@@H:13]([OH:546])[C@H:12]2[OH:547])[C:559]2[CH:560]=[CH:561][CH:562]=[CH:563][C:558]=2[N:557]=[N:556]1. The catalyst class is: 3. Reactant: [CH:1]1[NH:7][C:5](=O)[C:4]2[N:8]=[CH:9][N:10]([C@@H:11]3[O:15][C@H:14]([CH2:16][O:17]P(O[C@H]4[C@@H](O)[C@H](N5C6N=CNC(=O)C=6N=C5)O[C@@H]4COP(O[C@H]4[C@@H](O)[C@H](N5C6N=CNC(=O)C=6N=C5)O[C@@H]4COP(O[C@H]4[C@@H](O)[C@H](N5C6N=CNC(=O)C=6N=C5)O[C@@H]4COP(O[C@H]4[C@@H](O)[C@H](N5C6N=CNC(=O)C=6N=C5)O[C@@H]4COP(O[C@H]4[C@@H](O)[C@H](N5C6N=CNC(=O)C=6N=C5)O[C@@H]4COP(O[C@H]4[C@@H](O)[C@H](N5C6N=CNC(=O)C=6N=C5)O[C@@H]4COP(O[C@H]4[C@@H](O)[C@H](N5C6N=CNC(=O)C=6N=C5)O[C@@H]4COP(O[C@H]4[C@@H](O)[C@H](N5C6N=CNC(=O)C=6N=C5)O[C@@H]4COP(O[C@H]4[C@@H](O)[C@H](N5C6N=CNC(=O)C=6N=C5)O[C@@H]4COP(O[C@H]4[C@@H](O)[C@H](N5C6N=CNC(=O)C=6N=C5)O[C@@H]4COP(O[C@H]4[C@@H](O)[C@H](N5C6N=CNC(=O)C=6N=C5)O[C@@H]4COP(O[C@H]4[C@@H](O)[C@H](N5C6N=CNC(=O)C=6N=C5)O[C@@H]4COP(O[C@H]4[C@@H](O)[C@H](N5C6N=CNC(=O)C=6N=C5)O[C@@H]4COP(O[C@H]4[C@@H](O)[C@H](N5C6N=CNC(=O)C=6N=C5)O[C@@H]4COP(O[C@H]4[C@@H](O)[C@H](N5C6N=CNC(=O)C=6N=C5)O[C@@H]4COP(O[C@H]4[C@@H](O)[C@H](N5C6N=CNC(=O)C=6N=C5)O[C@@H]4COP(O[C@H]4[C@@H](O)[C@H](N5C6N=CNC(=O)C=6N=C5)O[C@@H]4COP(O[C@H]4[C@@H](O)[C@H](N5C6N=CNC(=O)C=6N=C5)O[C@@H]4COP(O[C@H]4[C@@H](O)[C@H](N5C6N=CNC(=O)C=6N=C5)O[C@@H]4COP(O[C@H]4[C@@H](O)[C@H](N5C6N=CNC(=O)C=6N=C5)O[C@@H]4COP(O[C@H]4[C@@H](O)[C@H](N5C6N=CNC(=O)C=6N=C5)O[C@@H]4COP(O[C@H]4[C@@H](O)[C@H](N5C6N=CNC(=O)C=6N=C5)O[C@@H]4COP(O[C@H]4[C@@H](O)[C@H](N5C6N=CNC(=O)C=6N=C5)O[C@@H]4COP(O[C@H]4[C@@H](O)[C@H](N5C6N=CNC(=O)C=6N=C5)O[C@@H]4CO)(O)=O)(O)=O)(O)=O)(O)=O)(O)=O)(O)=O)(O)=O)(O)=O)(O)=O)(O)=O)(O)=O)(O)=O)(O)=O)(O)=O)(O)=O)(O)=O)(O)=O)(O)=O)(O)=O)(O)=O)(O)=O)(O)=O)(O)=O)(O)=O)[C@@H:13]([OH:546])[C@H:12]3[OH:547])[C:3]=2[N:2]=1.F[P-](F)(F)(F)(F)F.[N:555]1([O:564][P+](N(C)C)(N(C)C)N(C)C)[C:559]2[CH:560]=[CH:561][CH:562]=[CH:563][C:558]=2[N:557]=[N:556]1.CCN(C(C)C)C(C)C. (3) Reactant: [CH3:1][N:2]1[CH2:7][CH2:6][N:5]([C:8]([O:10][C@@H:11]2[N:20]([C:21]3[CH:22]=[CH:23][C:24]([Cl:27])=[CH:25][N:26]=3)[C:18](=[O:19])[C:13]3[N:14]=[CH:15][CH:16]=[N:17][C:12]2=3)=[O:9])[CH2:4][CH2:3]1.C([O-])(=O)C(CC([O-])=O)O.C(=O)([O-])[O-].[K+].[K+]. Product: [CH3:1][N:2]1[CH2:7][CH2:6][N:5]([C:8]([O:10][C@@H:11]2[N:20]([C:21]3[CH:22]=[CH:23][C:24]([Cl:27])=[CH:25][N:26]=3)[C:18](=[O:19])[C:13]3[N:14]=[CH:15][CH:16]=[N:17][C:12]2=3)=[O:9])[CH2:4][CH2:3]1. The catalyst class is: 6. (4) Reactant: Br[CH:2]=[C:3]1[C:9]2[CH:10]=[CH:11][CH:12]=[CH:13][C:8]=2[CH2:7][O:6][C:5]2[CH:14]=[C:15]([F:18])[CH:16]=[CH:17][C:4]1=2.[CH:19]([N:22]1[C:26]2[CH:27]=[CH:28][C:29](B(O)O)=[CH:30][C:25]=2[NH:24][C:23]1=[O:34])([CH3:21])[CH3:20].C([O-])([O-])=O.[Na+].[Na+]. Product: [F:18][C:15]1[CH:16]=[CH:17][C:4]2[C:3](=[CH:2][C:29]3[CH:28]=[CH:27][C:26]4[N:22]([CH:19]([CH3:21])[CH3:20])[C:23](=[O:34])[NH:24][C:25]=4[CH:30]=3)[C:9]3[CH:10]=[CH:11][CH:12]=[CH:13][C:8]=3[CH2:7][O:6][C:5]=2[CH:14]=1. The catalyst class is: 203. (5) Reactant: [CH3:1][N:2]([CH3:16])[CH2:3][CH2:4][O:5][C:6]1[CH:7]=[CH:8][C:9]([N+:13]([O-])=O)=[C:10]([NH2:12])[CH:11]=1. Product: [CH3:1][N:2]([CH3:16])[CH2:3][CH2:4][O:5][C:6]1[CH:11]=[C:10]([NH2:12])[C:9]([NH2:13])=[CH:8][CH:7]=1. The catalyst class is: 14. (6) Reactant: [NH:1]1[CH2:5][CH2:4][C@@H:3]([NH:6][C:7]2[N:8]=[CH:9][C:10](/[CH:13]=[CH:14]/[C:15]([O:17][CH3:18])=[O:16])=[N:11][CH:12]=2)[CH2:2]1.[CH3:19]CN(C(C)C)C(C)C.[C:28]1([CH2:34][CH2:35][CH:36]=O)[CH:33]=[CH:32][CH:31]=[CH:30][CH:29]=1.C(O[BH-](OC(=O)C)OC(=O)C)(=O)C.[Na+].C([O-])(O)=O.[Na+]. Product: [C:28]1([CH2:34][CH2:35][CH2:36][N:1]2[CH2:5][CH2:4][CH2:19][C@@H:3]([NH:6][C:7]3[N:8]=[CH:9][C:10](/[CH:13]=[CH:14]/[C:15]([O:17][CH3:18])=[O:16])=[N:11][CH:12]=3)[CH2:2]2)[CH:33]=[CH:32][CH:31]=[CH:30][CH:29]=1. The catalyst class is: 4.